Dataset: Full USPTO retrosynthesis dataset with 1.9M reactions from patents (1976-2016). Task: Predict the reactants needed to synthesize the given product. (1) Given the product [C:1]([O:5][C:6]([NH:8][C@@H:9]([CH2:14][CH2:15][CH2:16][C@H:17]([CH2:27][CH2:28][S:29][CH3:30])[C@@H:18]([O:22][CH2:23][CH:24]([CH3:25])[CH3:26])[C@@H:19]([OH:21])[CH3:20])[C:10]([OH:12])=[O:11])=[O:7])([CH3:2])([CH3:4])[CH3:3], predict the reactants needed to synthesize it. The reactants are: [C:1]([O:5][C:6]([NH:8][C@@H:9]([CH2:14][CH2:15][CH2:16][C@H:17]([CH2:27][CH2:28][S:29][CH3:30])[C@@H:18]([O:22][CH2:23][CH:24]([CH3:26])[CH3:25])[C@@H:19]([OH:21])[CH3:20])[C:10]([O:12]C)=[O:11])=[O:7])([CH3:4])([CH3:3])[CH3:2].O[Li].O. (2) Given the product [Cl:18][C:15]1[CH:16]=[CH:17][C:12]2[NH:11][C:10](=[O:26])[N:9]([CH2:8][C:6]([OH:7])=[O:5])[C:13]=2[CH:14]=1, predict the reactants needed to synthesize it. The reactants are: C([O:5][C:6]([CH2:8][N:9]1[C:13]2[CH:14]=[C:15]([Cl:18])[CH:16]=[CH:17][C:12]=2[N:11](C(OC(C)(C)C)=O)[C:10]1=[O:26])=[O:7])(C)(C)C.FC(F)(F)C(O)=O. (3) Given the product [Cl:1][C:2]1[CH:7]=[CH:6][C:5]([C:8]2[C:14]3[C:15]([CH3:19])=[C:16]([CH3:18])[S:17][C:13]=3[N:12]3[C:20]([CH3:23])=[N:21][N:22]=[C:11]3[C:10]3([CH2:26][O:30][CH2:24]3)[N:9]=2)=[CH:4][CH:3]=1, predict the reactants needed to synthesize it. The reactants are: [Cl:1][C:2]1[CH:7]=[CH:6][C:5]([C:8]2[C:14]3[C:15]([CH3:19])=[C:16]([CH3:18])[S:17][C:13]=3[N:12]3[C:20]([CH3:23])=[N:21][N:22]=[C:11]3[C:10]3([CH2:26]N[CH2:24]3)[N:9]=2)=[CH:4][CH:3]=1.NC1(C(O)=O)C[O:30]C1.NC1(C(O)=O)CN(C(OC(C)(C)C)=O)C1. (4) Given the product [Br:18][CH2:2][C:3]1[O:4][C:5]2[CH:12]=[CH:11][C:10]([C:13]#[N:14])=[C:9]([O:15][CH3:16])[C:6]=2[C:7]=1[CH3:8], predict the reactants needed to synthesize it. The reactants are: O[CH2:2][C:3]1[O:4][C:5]2[CH:12]=[CH:11][C:10]([C:13]#[N:14])=[C:9]([O:15][CH3:16])[C:6]=2[C:7]=1[CH3:8].P(Br)(Br)[Br:18]. (5) Given the product [CH3:21][O:20][CH2:19][CH2:18][O:17][CH2:16][CH2:15][N:9]1[C:10]2[C:6](=[CH:5][C:4]([N+:1]([O-:3])=[O:2])=[CH:12][CH:11]=2)[C:7](=[O:13])[NH:8]1, predict the reactants needed to synthesize it. The reactants are: [N+:1]([C:4]1[CH:5]=[C:6]2[C:10](=[CH:11][CH:12]=1)[NH:9][NH:8][C:7]2=[O:13])([O-:3])=[O:2].Br[CH2:15][CH2:16][O:17][CH2:18][CH2:19][O:20][CH3:21].[I-].[K+].[OH-].[Na+]. (6) Given the product [CH:20]1([N:10]([C:11]([C@H:13]2[CH2:18][CH2:17][C@H:16]([CH3:19])[CH2:15][CH2:14]2)=[O:12])[C:9]2[CH:8]=[C:7]([C:23]#[C:24][C:25]([CH3:28])([CH3:27])[CH3:26])[S:6][C:5]=2[C:3]([OH:4])=[O:2])[CH2:21][CH2:22]1, predict the reactants needed to synthesize it. The reactants are: C[O:2][C:3]([C:5]1[S:6][C:7]([C:23]#[C:24][C:25]([CH3:28])([CH3:27])[CH3:26])=[CH:8][C:9]=1[N:10]([CH:20]1[CH2:22][CH2:21]1)[C:11]([C@H:13]1[CH2:18][CH2:17][C@H:16]([CH3:19])[CH2:15][CH2:14]1)=[O:12])=[O:4].C1COCC1.O.[OH-].[Li+].Cl. (7) Given the product [OH:8][C@@H:9]1[C@@:42]2([CH3:43])[C:13](=[CH:14][CH:15]=[C:16]3[C@@H:41]2[CH2:40][CH2:39][C@@:38]2([CH3:44])[C@H:17]3[CH2:18][CH:19]=[C:20]2[C@@H:21]([O:23][CH2:24]/[CH:25]=[CH:26]\[C:27]([OH:29])([CH3:28])[CH3:37])[CH3:22])[CH2:12][C@@H:11]([OH:45])[CH2:10]1, predict the reactants needed to synthesize it. The reactants are: [Si]([O:8][C@@H:9]1[C@@:42]2([CH3:43])[C:13](=[CH:14][CH:15]=[C:16]3[C@@H:41]2[CH2:40][CH2:39][C@@:38]2([CH3:44])[C@H:17]3[CH2:18][CH:19]=[C:20]2[C@@H:21]([O:23][CH2:24]/[CH:25]=[CH:26]\[C:27]([CH3:37])([O:29][Si](CC)(CC)CC)[CH3:28])[CH3:22])[CH2:12][C@@H:11]([O:45][Si](C(C)(C)C)(C)C)[CH2:10]1)(C(C)(C)C)(C)C.[F-].C([N+](CCCC)(CCCC)CCCC)CCC.